From a dataset of Catalyst prediction with 721,799 reactions and 888 catalyst types from USPTO. Predict which catalyst facilitates the given reaction. Reactant: [Cl:1][C:2]1[CH:10]=[C:9]2[C:5]([C:6]([C:11]([N:13]3[CH2:18][CH2:17][CH:16]([N:19]4[C:23]5[CH:24]=[CH:25][CH:26]=[CH:27][C:22]=5[NH:21][C:20]4=[O:28])[CH2:15][CH2:14]3)=[O:12])=[CH:7][NH:8]2)=[CH:4][CH:3]=1.[H-].[Na+].Cl[CH2:32][C:33]([N:35]([CH2:38][CH3:39])[CH2:36][CH3:37])=[O:34]. Product: [Cl:1][C:2]1[CH:10]=[C:9]2[C:5]([C:6]([C:11]([N:13]3[CH2:18][CH2:17][CH:16]([N:19]4[C:23]5[CH:24]=[CH:25][CH:26]=[CH:27][C:22]=5[N:21]([CH2:6][C:11](=[O:12])[N:13]([CH2:18][CH3:17])[CH2:14][CH3:15])[C:20]4=[O:28])[CH2:15][CH2:14]3)=[O:12])=[CH:7][N:8]2[CH2:32][C:33]([N:35]([CH2:38][CH3:39])[CH2:36][CH3:37])=[O:34])=[CH:4][CH:3]=1. The catalyst class is: 3.